The task is: Predict which catalyst facilitates the given reaction.. This data is from Catalyst prediction with 721,799 reactions and 888 catalyst types from USPTO. (1) Reactant: C([NH:8][CH:9]1[CH2:15][CH2:14][CH2:13][C:12]2[CH:16]=[CH:17][C:18]([O:20][CH3:21])=[CH:19][C:11]=2[CH2:10]1)C1C=CC=CC=1.[H][H]. Product: [CH3:21][O:20][C:18]1[CH:17]=[CH:16][C:12]2[CH2:13][CH2:14][CH2:15][CH:9]([NH2:8])[CH2:10][C:11]=2[CH:19]=1. The catalyst class is: 43. (2) Reactant: C[O-].[Na+].[F:4][C:5]([F:23])([C:19]([F:22])([F:21])[F:20])[CH2:6][CH2:7][N:8]1[C:12]2=[N:13][CH:14]=[CH:15][CH:16]=[C:11]2[C:10]([C:17]#[N:18])=[N:9]1.[Cl-].[NH4+:25].[C:26]([OH:29])(=[O:28])[CH3:27]. Product: [C:26]([OH:29])(=[O:28])[CH3:27].[F:23][C:5]([F:4])([C:19]([F:20])([F:21])[F:22])[CH2:6][CH2:7][N:8]1[C:12]2=[N:13][CH:14]=[CH:15][CH:16]=[C:11]2[C:10]([C:17](=[NH:25])[NH2:18])=[N:9]1. The catalyst class is: 5. (3) Reactant: [NH:1]1[C:5]2=[N:6][CH:7]=[CH:8][CH:9]=[C:4]2[C:3](/[CH:10]=[C:11]2\[O:12][C:13]3[C:20]([CH2:21][N:22]4[CH2:27][CH2:26][N:25](C(OC(C)(C)C)=O)[CH2:24][CH2:23]4)=[C:19]([OH:35])[CH:18]=[CH:17][C:14]=3[C:15]\2=[O:16])=[CH:2]1.[ClH:36]. Product: [ClH:36].[ClH:36].[ClH:36].[NH:1]1[C:5]2=[N:6][CH:7]=[CH:8][CH:9]=[C:4]2[C:3](/[CH:10]=[C:11]2\[O:12][C:13]3[C:20]([CH2:21][N:22]4[CH2:23][CH2:24][NH:25][CH2:26][CH2:27]4)=[C:19]([OH:35])[CH:18]=[CH:17][C:14]=3[C:15]\2=[O:16])=[CH:2]1. The catalyst class is: 135. (4) Reactant: [Cl:1][C:2]1[N:11]=[C:10](Cl)[C:9]2[C:4](=[CH:5][CH:6]=[C:7]([Cl:13])[CH:8]=2)[N:3]=1.Cl.[CH3:15][NH:16][CH3:17].C(N(CC)CC)C. Product: [Cl:1][C:2]1[N:11]=[C:10]([N:16]([CH3:17])[CH3:15])[C:9]2[C:4](=[CH:5][CH:6]=[C:7]([Cl:13])[CH:8]=2)[N:3]=1. The catalyst class is: 22. (5) Reactant: [Cl:1][C:2]1[CH:11]=[CH:10][CH:9]=[C:8]2[C:3]=1[C:4](=[O:41])[N:5]([CH2:30][CH2:31][CH2:32][NH:33]C(=O)OC(C)(C)C)[C:6]([C@@H:12]([NH:19][C:20]1[C:25]([C:26]#[N:27])=[C:24]([NH2:28])[N:23]=[C:22]([NH2:29])[N:21]=1)[C:13]1[CH:18]=[CH:17][CH:16]=[CH:15][CH:14]=1)=[N:7]2.FC(F)(F)C(O)=O. Product: [NH2:29][C:22]1[N:23]=[C:24]([NH2:28])[C:25]([C:26]#[N:27])=[C:20]([NH:19][C@H:12]([C:6]2[N:5]([CH2:30][CH2:31][CH2:32][NH2:33])[C:4](=[O:41])[C:3]3[C:8](=[CH:9][CH:10]=[CH:11][C:2]=3[Cl:1])[N:7]=2)[C:13]2[CH:18]=[CH:17][CH:16]=[CH:15][CH:14]=2)[N:21]=1. The catalyst class is: 2. (6) Reactant: [F:1][C:2]1[C:7]([C:8](OC)=[O:9])=[CH:6][C:5]([N:12]2[CH2:17][CH2:16][CH:15]([NH:18][C:19]3[N:24]=[CH:23][CH:22]=[CH:21][N:20]=3)[CH2:14][CH2:13]2)=[CH:4][CH:3]=1.[C:25]1([S:31]([NH:34][C@@H:35]([CH2:43][NH2:44])[C:36]([O:38][C:39]([CH3:42])([CH3:41])[CH3:40])=[O:37])(=[O:33])=[O:32])[CH:30]=[CH:29][CH:28]=[CH:27][CH:26]=1.ON1C2C=CC=CC=2N=N1.CN1CCOCC1.Cl.C(N=C=NCCCN(C)C)C.C(=O)([O-])O.[Na+]. Product: [C:25]1([S:31]([NH:34][C@@H:35]([CH2:43][NH:44][C:8](=[O:9])[C:7]2[C:2]([F:1])=[CH:3][CH:4]=[C:5]([N:12]3[CH2:17][CH2:16][CH:15]([NH:18][C:19]4[N:20]=[CH:21][CH:22]=[CH:23][N:24]=4)[CH2:14][CH2:13]3)[CH:6]=2)[C:36]([O:38][C:39]([CH3:40])([CH3:41])[CH3:42])=[O:37])(=[O:32])=[O:33])[CH:26]=[CH:27][CH:28]=[CH:29][CH:30]=1. The catalyst class is: 145. (7) Reactant: [NH2:1][C:2]1[C:10]2[C:5](=[N:6][C:7]([O:13][CH2:14][C:15](O)=[O:16])=[C:8]([Cl:12])[C:9]=2[CH3:11])[S:4][C:3]=1[C:18](=[O:23])[NH:19][CH:20]1[CH2:22][CH2:21]1.C([N:26]1[CH:30]=[CH:29][N:28]=[CH:27]1)([N:26]1[CH:30]=[CH:29][N:28]=[CH:27]1)=O.[NH2:36]C1C=CC=CN=1. Product: [N:26]1([NH:36][C:15](=[O:16])[CH2:14][O:13][C:7]2[N:6]=[C:5]3[S:4][C:3]([C:18](=[O:23])[NH:19][CH:20]4[CH2:22][CH2:21]4)=[C:2]([NH2:1])[C:10]3=[C:9]([CH3:11])[C:8]=2[Cl:12])[CH:30]=[CH:29][N:28]=[CH:27]1. The catalyst class is: 18. (8) Reactant: [Br:1][C:2]1[CH:3]=[C:4]([C:8]([C:10]2[CH:19]=[C:18]3[C:12](=[CH:13][CH:14]=[CH:15][CH:16]=[CH:17]3)[C:11]=2[CH3:20])=O)[CH:5]=[CH:6][CH:7]=1.[BH4-].[Na+]. Product: [Br:1][C:2]1[CH:3]=[C:4]([CH:5]=[CH:6][CH:7]=1)[CH2:8][C:10]1[C:11]2[C:12]([CH:18]=[CH:17][CH:16]=[CH:15][CH:20]=2)=[C:13]([CH3:14])[CH:19]=1. The catalyst class is: 6. (9) Reactant: [CH2:1]([Li])CCC.[CH:6]1[C:15]2[C:10](=[CH:11][CH:12]=[CH:13][CH:14]=2)[CH:9]=[CH:8][C:7]=1[C:16]([CH2:18][CH2:19][CH2:20][CH2:21][CH2:22][CH2:23][C:24]([O:26][CH2:27][CH3:28])=[O:25])=O. Product: [CH:6]1[C:15]2[C:10](=[CH:11][CH:12]=[CH:13][CH:14]=2)[CH:9]=[CH:8][C:7]=1[C:16](=[CH2:1])[CH2:18][CH2:19][CH2:20][CH2:21][CH2:22][CH2:23][C:24]([O:26][CH2:27][CH3:28])=[O:25]. The catalyst class is: 307. (10) Reactant: [CH3:1][C:2]1[CH:11]=[CH:10][C:9]2[C:4](=[CH:5][CH:6]=[C:7]3[O:15][CH2:14][C@H:13]([CH2:16][NH:17][CH2:18][CH2:19][CH2:20][CH2:21][C:22]4[C:30]5[C:25](=[CH:26][CH:27]=[C:28]([C:31]#[N:32])[CH:29]=5)[NH:24][CH:23]=4)[O:12][C:8]3=2)[N:3]=1.C=O.[C:35]([BH3-])#N.[Na+].C(O)(=O)C. Product: [CH3:35][N:17]([CH2:16][CH:13]1[O:12][C:8]2=[C:9]3[C:4](=[CH:5][CH:6]=[C:7]2[O:15][CH2:14]1)[N:3]=[C:2]([CH3:1])[CH:11]=[CH:10]3)[CH2:18][CH2:19][CH2:20][CH2:21][C:22]1[C:30]2[C:25](=[CH:26][CH:27]=[C:28]([C:31]#[N:32])[CH:29]=2)[NH:24][CH:23]=1. The catalyst class is: 5.